This data is from Forward reaction prediction with 1.9M reactions from USPTO patents (1976-2016). The task is: Predict the product of the given reaction. (1) Given the reactants Cl[C:2](Cl)([O:4]C(=O)OC(Cl)(Cl)Cl)Cl.[CH:13]([C:16]1[CH:22]=[CH:21][CH:20]=[CH:19][C:17]=1[NH2:18])([CH3:15])[CH3:14].[NH2:23][C:24]1[CH:25]=[C:26]2[C:31](=[CH:32][CH:33]=1)[CH2:30][N:29]([C:34]([O:36][C:37]([CH3:40])([CH3:39])[CH3:38])=[O:35])[CH2:28][CH2:27]2, predict the reaction product. The product is: [C:37]([O:36][C:34]([N:29]1[CH2:28][CH2:27][C:26]2[C:31](=[CH:32][CH:33]=[C:24]([NH:23][C:2]([NH:18][C:17]3[CH:19]=[CH:20][CH:21]=[CH:22][C:16]=3[CH:13]([CH3:15])[CH3:14])=[O:4])[CH:25]=2)[CH2:30]1)=[O:35])([CH3:40])([CH3:39])[CH3:38]. (2) Given the reactants [C:1]([NH:4][C:5]1[CH:6]=[C:7]([CH:11]2[C:20]([CH3:22])([CH3:21])[CH2:19][C:18]3[C:13](=[CH:14][CH:15]=[C:16]([C:23]([O:25]C)=[O:24])[CH:17]=3)[NH:12]2)[CH:8]=[CH:9][CH:10]=1)(=[O:3])[CH3:2].[OH-].[Na+], predict the reaction product. The product is: [C:1]([NH:4][C:5]1[CH:6]=[C:7]([CH:11]2[C:20]([CH3:22])([CH3:21])[CH2:19][C:18]3[C:13](=[CH:14][CH:15]=[C:16]([C:23]([OH:25])=[O:24])[CH:17]=3)[NH:12]2)[CH:8]=[CH:9][CH:10]=1)(=[O:3])[CH3:2]. (3) Given the reactants [NH2:1][C@H:2]1[C:11]([CH3:13])([CH3:12])[C:10]2[CH:9]=[C:8]([C:14]([NH2:16])=[O:15])[CH:7]=[CH:6][C:5]=2[CH2:4][C@@H:3]1[O:17][CH3:18].[CH3:19][C:20]([CH3:30])([CH3:29])[CH2:21][C:22]([NH:24][CH2:25][CH2:26][CH:27]=O)=[O:23].C(O)(C(F)(F)F)=O, predict the reaction product. The product is: [CH3:19][C:20]([CH3:29])([CH3:30])[CH2:21][C:22]([NH:24][CH2:25][CH2:26][CH2:27][NH:1][C@H:2]1[C:11]([CH3:13])([CH3:12])[C:10]2[CH:9]=[C:8]([C:14]([NH2:16])=[O:15])[CH:7]=[CH:6][C:5]=2[CH2:4][C@@H:3]1[O:17][CH3:18])=[O:23].